From a dataset of Reaction yield outcomes from USPTO patents with 853,638 reactions. Predict the reaction yield, written as a fraction of the theoretical maximum amount of product (1.0 means a 100% yield; for example, 0.34 means a 34% yield). (1) The reactants are [NH2:1][C:2]1[CH:10]=[CH:9][C:5]([C:6]([OH:8])=[O:7])=[C:4]([OH:11])[CH:3]=1.[OH-].[Na+].[CH3:14][C:15](OC(C)=O)=[O:16].Cl. The catalyst is O. The product is [C:15]([NH:1][C:2]1[CH:10]=[CH:9][C:5]([C:6]([OH:8])=[O:7])=[C:4]([OH:11])[CH:3]=1)(=[O:16])[CH3:14]. The yield is 0.910. (2) The reactants are [CH3:1][O:2][C:3]1[CH:16]=[CH:15][C:6]([CH2:7][N:8]2[CH:12]=[CH:11][C:10](C=O)=[N:9]2)=[CH:5][CH:4]=1.[H-].[Na+].N1C=CC([CH:24]=[O:25])=N1.COC1C=CC(CCl)=CC=1. The catalyst is CN(C=O)C.O. The product is [CH3:1][O:2][C:3]1[CH:4]=[CH:5][C:6]([CH2:7][N:8]2[C:12]([CH:24]=[O:25])=[CH:11][CH:10]=[N:9]2)=[CH:15][CH:16]=1. The yield is 0.123. (3) The yield is 0.960. No catalyst specified. The product is [CH2:17]([N:8]([CH2:1][C:2]1[CH:3]=[CH:4][CH:5]=[CH:6][CH:7]=1)[C@@H:9]([CH2:14][CH2:15][CH3:16])[C@H:28]([OH:25])[C:27]([OH:30])=[O:29])[C:18]1[CH:19]=[CH:20][CH:21]=[CH:22][CH:23]=1. The reactants are [CH2:1]([N:8]([CH2:17][C:18]1[CH:23]=[CH:22][CH:21]=[CH:20][CH:19]=1)[C@@H:9]([CH2:14][CH2:15][CH3:16])[C@H](O)C#N)[C:2]1[CH:7]=[CH:6][CH:5]=[CH:4][CH:3]=1.Cl.[OH-:25].[Na+].[C:27]([O:30]CC)(=[O:29])[CH3:28].CCCCCC. (4) The reactants are [OH:1][C:2]([CH3:21])([CH3:20])[CH2:3][N:4]1[C:8]([CH3:9])=[C:7]([C:10](O)=[O:11])[C:6](=[O:13])[N:5]1[C:14]1[CH:19]=[CH:18][CH:17]=[CH:16][CH:15]=1.C(N(C(C)C)CC)(C)C.CN([C:34]([O:38]N1N=NC2C=CC=NC1=2)=[N+](C)C)C.F[P-](F)(F)(F)(F)F.[F:55][C:56]1[CH:57]=[C:58]([NH2:75])[CH:59]=[CH:60][C:61]=1[O:62][C:63]1[C:72]2[C:67](=[CH:68][C:69]([O:73][CH3:74])=[CH:70][CH:71]=2)[N:66]=[CH:65][CH:64]=1. The catalyst is CN(C=O)C.ClCCl. The product is [CH3:34][O:38][C:70]1[CH:71]=[C:72]2[C:67](=[CH:68][C:69]=1[O:73][CH3:74])[N:66]=[CH:65][CH:64]=[C:63]2[O:62][C:61]1[CH:60]=[CH:59][C:58]([NH:75][C:10]([C:7]2[C:6](=[O:13])[N:5]([C:14]3[CH:15]=[CH:16][CH:17]=[CH:18][CH:19]=3)[N:4]([CH2:3][C:2]([OH:1])([CH3:21])[CH3:20])[C:8]=2[CH3:9])=[O:11])=[CH:57][C:56]=1[F:55]. The yield is 0.740. (5) The reactants are [Br:1][C:2]1[CH2:11][CH2:10][C:9]2[C:4](=[CH:5][CH:6]=[C:7]([Cl:12])[CH:8]=2)[C:3]=1[CH:13]=[O:14].ClC1C(=O)C(C#N)=C(C#N)C(=O)C=1Cl. The catalyst is C1(C)C=CC=CC=1. The product is [Br:1][C:2]1[CH:11]=[CH:10][C:9]2[C:4](=[CH:5][CH:6]=[C:7]([Cl:12])[CH:8]=2)[C:3]=1[CH:13]=[O:14]. The yield is 0.370. (6) The reactants are [NH:1](C(OC(C)(C)C)=O)[CH2:2][C:3]([OH:5])=[O:4].[CH3:13][CH2:14][CH2:15][N:16]([C@@H:24]1[CH2:29][C:28]2[CH:30]=[CH:31][CH:32]=[C:33]([OH:34])[C:27]=2[CH2:26][CH2:25]1)[CH2:17][CH2:18][C:19]1[S:23][CH:22]=[CH:21][CH:20]=1.Cl.FC(F)(F)C(O)=O. The catalyst is ClCCl. The product is [NH2:1][CH2:2][C:3]([OH:5])=[O:4].[CH3:13][CH2:14][CH2:15][N:16]([C@@H:24]1[CH2:29][C:28]2[CH:30]=[CH:31][CH:32]=[C:33]([OH:34])[C:27]=2[CH2:26][CH2:25]1)[CH2:17][CH2:18][C:19]1[S:23][CH:22]=[CH:21][CH:20]=1. The yield is 0.790. (7) The reactants are Br.Br[CH2:3][C:4]([C:6]1[CH:11]=[CH:10][N:9]=[CH:8][CH:7]=1)=O.[CH3:12][C:13]1[CH:14]=[C:15]([NH:19][C:20]([NH2:22])=[S:21])[CH:16]=[CH:17][CH:18]=1.N. The catalyst is CCO.O. The product is [CH3:12][C:13]1[CH:14]=[C:15]([NH:19][C:20]2[S:21][CH:3]=[C:4]([C:6]3[CH:11]=[CH:10][N:9]=[CH:8][CH:7]=3)[N:22]=2)[CH:16]=[CH:17][CH:18]=1. The yield is 0.870. (8) The reactants are [CH3:1][C:2]1([CH2:8][OH:9])[CH2:7][CH2:6][O:5][CH2:4][CH2:3]1.CC(OI1(OC(C)=O)(OC(C)=O)OC(=O)C2C=CC=CC1=2)=O. The catalyst is C(Cl)Cl.CCOCC. The product is [CH3:1][C:2]1([CH:8]=[O:9])[CH2:7][CH2:6][O:5][CH2:4][CH2:3]1. The yield is 0.680. (9) The reactants are [CH:1]1([S:6][CH:7]([C:11]2[CH:16]=[CH:15][C:14]3[O:17][CH2:18][O:19][C:13]=3[CH:12]=2)[C:8]([OH:10])=O)[CH2:5][CH2:4][CH2:3][CH2:2]1.[NH2:20][C:21]1[CH:26]=[CH:25][CH:24]=[CH:23][N:22]=1. The catalyst is C1COCC1. The product is [CH:1]1([S:6][CH:7]([C:11]2[CH:16]=[CH:15][C:14]3[O:17][CH2:18][O:19][C:13]=3[CH:12]=2)[C:8]([NH:20][C:21]2[CH:26]=[CH:25][CH:24]=[CH:23][N:22]=2)=[O:10])[CH2:2][CH2:3][CH2:4][CH2:5]1. The yield is 0.600.